This data is from Catalyst prediction with 721,799 reactions and 888 catalyst types from USPTO. The task is: Predict which catalyst facilitates the given reaction. (1) Reactant: [Br:1][C:2]1[CH:10]=[C:9]2[C:5]([C:6]([C:11]#[N:12])=[N:7][NH:8]2)=[CH:4][CH:3]=1.[H-].[Na+].[CH:15](I)([CH3:17])[CH3:16].O. Product: [Br:1][C:2]1[CH:10]=[C:9]2[C:5]([C:6]([C:11]#[N:12])=[N:7][N:8]2[CH:15]([CH3:17])[CH3:16])=[CH:4][CH:3]=1. The catalyst class is: 3. (2) Reactant: C(Cl)Cl.CN(C=O)C.[Cl:9][C:10]1[CH:36]=[CH:35][C:34]([Cl:37])=[CH:33][C:11]=1[C:12]([NH:14][NH:15][C:16](=O)[C:17]1[CH:22]=[CH:21][C:20]([O:23][CH2:24][CH2:25][CH2:26][CH2:27][CH2:28][CH2:29][CH2:30][CH3:31])=[CH:19][CH:18]=1)=O.[CH3:38][O:39][C:40]1[CH:45]=[CH:44][C:43]([NH2:46])=[CH:42][CH:41]=1.P(Cl)(Cl)Cl. Product: [Cl:9][C:10]1[CH:36]=[CH:35][C:34]([Cl:37])=[CH:33][C:11]=1[C:12]1[N:46]([C:43]2[CH:44]=[CH:45][C:40]([O:39][CH3:38])=[CH:41][CH:42]=2)[C:16]([C:17]2[CH:22]=[CH:21][C:20]([O:23][CH2:24][CH2:25][CH2:26][CH2:27][CH2:28][CH2:29][CH2:30][CH3:31])=[CH:19][CH:18]=2)=[N:15][N:14]=1. The catalyst class is: 262. (3) Reactant: [NH2:1][C:2]1[N:10]=[C:9]([O:11][CH2:12][CH2:13][O:14][CH3:15])[N:8]=[C:7]2[C:3]=1[N:4]=[C:5]([Br:27])[N:6]2[CH2:16][C:17]1[CH:18]=[C:19]([CH:24]=[CH:25][CH:26]=1)[C:20](OC)=[O:21].CC(C[AlH]CC(C)C)C. Product: [NH2:1][C:2]1[N:10]=[C:9]([O:11][CH2:12][CH2:13][O:14][CH3:15])[N:8]=[C:7]2[C:3]=1[N:4]=[C:5]([Br:27])[N:6]2[CH2:16][C:17]1[CH:18]=[C:19]([CH2:20][OH:21])[CH:24]=[CH:25][CH:26]=1. The catalyst class is: 207. (4) Reactant: [OH:1][CH2:2][C:3]([C:6]1[CH:21]=[CH:20][C:9]([C:10]([O:12]CC2C=CC=CC=2)=[O:11])=[CH:8][C:7]=1[O:22][CH3:23])([CH3:5])[CH3:4].[OH-].[Na+]. Product: [OH:1][CH2:2][C:3]([C:6]1[CH:21]=[CH:20][C:9]([C:10]([OH:12])=[O:11])=[CH:8][C:7]=1[O:22][CH3:23])([CH3:4])[CH3:5]. The catalyst class is: 1. (5) Reactant: Cl[C:2]1[C:11]2[C:6](=[CH:7][CH:8]=[C:9]([C:12]#[N:13])[CH:10]=2)[N:5]=[CH:4][N:3]=1.[CH2:14]([NH2:21])[C:15]1[CH:20]=[CH:19][CH:18]=[CH:17][CH:16]=1.C(N(CC)CC)C.C([O-])(O)=O.[Na+]. Product: [CH2:14]([NH:21][C:2]1[C:11]2[C:6](=[CH:7][CH:8]=[C:9]([C:12]#[N:13])[CH:10]=2)[N:5]=[CH:4][N:3]=1)[C:15]1[CH:20]=[CH:19][CH:18]=[CH:17][CH:16]=1. The catalyst class is: 2. (6) Reactant: [F:1][C:2]1[C:3]([NH:37][C@H:38]2[CH2:43][CH2:42][CH2:41][C@@H:40]([NH:44][C:45](N3CCCC3)=[O:46])[CH2:39]2)=[N:4][C:5]([C:8]2[C:16]3[C:11](=[N:12][CH:13]=[C:14]([F:17])[CH:15]=3)[N:10](C(C3C=CC=CC=3)(C3C=CC=CC=3)C3C=CC=CC=3)[N:9]=2)=[N:6][CH:7]=1.C([SiH]([CH2:57][CH3:58])CC)C.F[C:60](F)(F)[C:61](O)=O.[C:66]([O-])(O)=O.[Na+]. Product: [F:1][C:2]1[C:3]([NH:37][C@H:38]2[CH2:43][CH2:42][CH2:41][C@@H:40]([NH:44][C:45]([CH:58]3[CH2:57][CH2:61][CH2:60][CH2:66]3)=[O:46])[CH2:39]2)=[N:4][C:5]([C:8]2[C:16]3[C:11](=[N:12][CH:13]=[C:14]([F:17])[CH:15]=3)[NH:10][N:9]=2)=[N:6][CH:7]=1. The catalyst class is: 4. (7) Reactant: [CH:1](=O)[CH2:2][CH3:3].C(O)(=O)C.C(O[BH-](OC(=O)C)OC(=O)C)(=O)C.[Na+].[CH2:23]([NH:29][C:30]1[CH:35]=[CH:34][C:33]([C:36]2[CH:41]=[CH:40][C:39]([NH:42][C:43]([C:45]3[CH:50]=[C:49]([N+:51]([O-:53])=[O:52])[CH:48]=[CH:47][C:46]=3[Cl:54])=[O:44])=[CH:38][CH:37]=2)=[CH:32][CH:31]=1)[CH2:24][CH2:25][CH2:26][CH2:27][CH3:28].C(=O)(O)[O-].[Na+]. Product: [CH2:23]([N:29]([C:30]1[CH:31]=[CH:32][C:33]([C:36]2[CH:41]=[CH:40][C:39]([NH:42][C:43]([C:45]3[CH:50]=[C:49]([N+:51]([O-:53])=[O:52])[CH:48]=[CH:47][C:46]=3[Cl:54])=[O:44])=[CH:38][CH:37]=2)=[CH:34][CH:35]=1)[CH2:1][CH2:2][CH3:3])[CH2:24][CH2:25][CH2:26][CH2:27][CH3:28]. The catalyst class is: 20. (8) Reactant: [CH2:1]([O:8][CH2:9][C@@H:10]1[O:18][CH2:17][C@:13]2([C:19]3[CH:24]=[CH:23][C:22]([F:25])=[CH:21][C:20]=3[F:26])[NH:14][O:15][CH2:16][C@@H:12]2[CH2:11]1)[C:2]1[CH:7]=[CH:6][CH:5]=[CH:4][CH:3]=1. Product: [NH2:14][C@@:13]1([C:19]2[CH:24]=[CH:23][C:22]([F:25])=[CH:21][C:20]=2[F:26])[CH2:17][O:18][C@@H:10]([CH2:9][O:8][CH2:1][C:2]2[CH:3]=[CH:4][CH:5]=[CH:6][CH:7]=2)[CH2:11][C@H:12]1[CH2:16][OH:15]. The catalyst class is: 183. (9) Reactant: C1(P(C2C=CC=CC=2)C2C=CC=CC=2)C=CC=CC=1.[N:20]([CH2:23][C:24]1[C:33]([C:34]2[CH:39]=[CH:38][CH:37]=[CH:36][C:35]=2[S:40]([CH3:43])(=[O:42])=[O:41])=[CH:32][C:31]2[C:26](=[C:27]([F:44])[CH:28]=[CH:29][CH:30]=2)[N:25]=1)=[N+]=[N-].[N-]=[N+]=[N-].O. Product: [F:44][C:27]1[CH:28]=[CH:29][CH:30]=[C:31]2[C:26]=1[N:25]=[C:24]([CH2:23][NH2:20])[C:33]([C:34]1[CH:39]=[CH:38][CH:37]=[CH:36][C:35]=1[S:40]([CH3:43])(=[O:42])=[O:41])=[CH:32]2. The catalyst class is: 1. (10) The catalyst class is: 79. Reactant: [C:1]([O:4][C:5](=[O:7])[CH3:6])(=O)[CH3:2].[CH:8]1[C:13]2[S:14][C:15]3[C:16]4[C:21]([N:22]=[C:23]5[C:28]=3[CH:27]=[CH:26][CH:25]=[CH:24]5)=[CH:20][CH:19]=[CH:18][C:17]=4[C:12]=2C=C(O)[CH:9]=1.N1C=CC=CC=1.O. Product: [C:5]([O:4][C:1]1[CH:9]=[CH:8][C:13]2[S:14][C:15]3[C:16]4[C:21]([N:22]=[C:23]5[C:28]=3[CH:27]=[CH:26][CH:25]=[CH:24]5)=[CH:20][CH:19]=[CH:18][C:17]=4[C:12]=2[CH:2]=1)(=[O:7])[CH3:6].